From a dataset of Full USPTO retrosynthesis dataset with 1.9M reactions from patents (1976-2016). Predict the reactants needed to synthesize the given product. (1) Given the product [Br:1][C:2]1[CH:3]=[C:4]2[C:9](=[CH:10][CH:11]=1)[C:8](=[O:12])[NH:7][C:6](=[O:13])/[C:5]/2=[CH:14]\[NH:30][CH2:29][CH2:28][N:22]1[CH2:27][CH2:26][NH:25][CH2:24][CH2:23]1, predict the reactants needed to synthesize it. The reactants are: [Br:1][C:2]1[CH:3]=[C:4]2[C:9](=[CH:10][CH:11]=1)[C:8](=[O:12])[NH:7][C:6](=[O:13])[C:5]2=[CH:14]OC.CN(C)C=O.[N:22]1([CH2:28][CH2:29][NH2:30])[CH2:27][CH2:26][NH:25][CH2:24][CH2:23]1. (2) Given the product [CH:68]1([S:65]([NH:64][C:62]([C@@:57]2([NH:56][C:42]([C@@H:37]3[CH2:38][C@@H:39]([OH:41])[CH2:40][N:36]3[C:34](=[O:35])[C@@H:33]([NH:32][C:30](=[O:31])[O:29][C:25]([CH3:27])([CH3:28])[CH3:26])[C@H:45]([CH2:53][O:54][CH3:55])[CH2:46][CH:47]([CH3:52])[CH2:48][CH2:49][CH:50]=[CH2:51])=[O:44])[CH2:59][C@H:58]2[CH:60]=[CH2:61])=[O:63])(=[O:67])=[O:66])[CH2:70][CH2:69]1, predict the reactants needed to synthesize it. The reactants are: CN(C(ON1N=NC2C=CC=NC1=2)=[N+](C)C)C.F[P-](F)(F)(F)(F)F.[C:25]([O:29][C:30]([NH:32][C@@H:33]([C@H:45]([CH2:53][O:54][CH3:55])[CH2:46][CH:47]([CH3:52])[CH2:48][CH2:49][CH:50]=[CH2:51])[C:34]([N:36]1[CH2:40][C@H:39]([OH:41])[CH2:38][C@H:37]1[C:42]([OH:44])=O)=[O:35])=[O:31])([CH3:28])([CH3:27])[CH3:26].[NH2:56][C@:57]1([C:62]([NH:64][S:65]([CH:68]2[CH2:70][CH2:69]2)(=[O:67])=[O:66])=[O:63])[CH2:59][C@H:58]1[CH:60]=[CH2:61].CCN(C(C)C)C(C)C. (3) Given the product [CH3:1][C:2]1[CH:3]=[C:4]([C:13]2[C:22]3[C:17](=[CH:18][CH:19]=[CH:20][CH:21]=3)[N:16]=[CH:15][N:14]=2)[CH:5]=[C:6]([CH3:8])[CH:7]=1, predict the reactants needed to synthesize it. The reactants are: [CH3:1][C:2]1[CH:3]=[C:4](B(O)O)[CH:5]=[C:6]([CH3:8])[CH:7]=1.Cl[C:13]1[C:22]2[C:17](=[CH:18][CH:19]=[CH:20][CH:21]=2)[N:16]=[CH:15][N:14]=1.C([O-])([O-])=O.[K+].[K+]. (4) Given the product [Br:1][C:2]1[N:3]=[CH:4][C:5]([NH:8][C:19](=[O:20])[C:18]2[C:17]([F:16])=[CH:25][CH:24]=[CH:23][C:22]=2[F:26])=[N:6][CH:7]=1, predict the reactants needed to synthesize it. The reactants are: [Br:1][C:2]1[CH:7]=[N:6][C:5]([NH2:8])=[CH:4][N:3]=1.C(N(CC)CC)C.[F:16][C:17]1[CH:25]=[CH:24][CH:23]=[C:22]([F:26])[C:18]=1[C:19](Cl)=[O:20]. (5) Given the product [CH:1]1([N:7]2[CH2:11][CH2:10][CH:9]([CH2:12][C:13]3[C:14]([Cl:34])=[CH:15][C:16]([C:20]4[CH:21]=[CH:22][C:23]([C:26]([N:28]5[CH2:29][CH2:30][N:31]([CH2:47][C:46]([F:57])([F:56])[F:45])[CH2:32][CH2:33]5)=[O:27])=[CH:24][CH:25]=4)=[CH:17][C:18]=3[Cl:19])[C:8]2=[O:35])[CH2:6][CH2:5][CH2:4][CH2:3][CH2:2]1, predict the reactants needed to synthesize it. The reactants are: [CH:1]1([N:7]2[CH2:11][CH2:10][CH:9]([CH2:12][C:13]3[C:18]([Cl:19])=[CH:17][C:16]([C:20]4[CH:25]=[CH:24][C:23]([C:26]([N:28]5[CH2:33][CH2:32][NH:31][CH2:30][CH2:29]5)=[O:27])=[CH:22][CH:21]=4)=[CH:15][C:14]=3[Cl:34])[C:8]2=[O:35])[CH2:6][CH2:5][CH2:4][CH2:3][CH2:2]1.C(N(CC)C(C)C)(C)C.[F:45][C:46]([F:57])([F:56])[CH2:47]OS(C(F)(F)F)(=O)=O.